This data is from Experimentally validated miRNA-target interactions with 360,000+ pairs, plus equal number of negative samples. The task is: Binary Classification. Given a miRNA mature sequence and a target amino acid sequence, predict their likelihood of interaction. (1) The miRNA is hsa-miR-3190-3p with sequence UGUGGAAGGUAGACGGCCAGAGA. The protein sequence of the target gene is MKLLLWACIVCVAFARKRRFPFIGEDDNDDGHPLHPSLNIPYGIRNLPPPLYYRPVNTVPSYPGNTYTDTGLPSYPWILTSPGFPYVYHIRGFPLATQLNVPPLPPRGFPFVPPSRFFSAAAAPAAPPIAAEPAAAAPLTATPVAAEPAAGAPVAAEPAAEAPVGAEPAAEAPVAAEPAAEAPVGVEPAAEEPSPAEPATAKPAAPEPHPSPSLEQANQ. Result: 1 (interaction). (2) The miRNA is hsa-miR-8079 with sequence CAGUGAUCGUCUCUGCUGGC. The protein sequence of the target gene is MAKQPSDVNSECDREGGQLQPAERPPQLRPGAPTSLQTESQGNPDGEGDRCPHGSPQGPLAPPASPGPFATRSPLFIFVRRSSLLSRSSSGYFSFDTDRSPAPMSCDKSTQTPSPPCQAFNHYLSAMASIRQSQEEPEDLRPEIRIAQELRRIGDEFNETYTRRAFANDYREAEDHPQMVILQLLRFIFRLVWRRH. Result: 0 (no interaction). (3) The miRNA is hsa-miR-450b-5p with sequence UUUUGCAAUAUGUUCCUGAAUA. The protein sequence of the target gene is MAPMGIRLSPLGVAVFCLLGLGVLYHLYSGFLAGRFSLFGLGGEPGGGAAGPAAAADGGTVDLREMLAVSVLAAVRGGDEVRRVRESNVLHEKSKGKTREGAEDKMTSGDVLSNRKMFYLLKTAFPSVQINTEEHVDAADQEVILWDHKIPEDILKEVTTPKEVPAESVTVWIDPLDATQEYTEDLRKYVTTMVCVAVNGKPMLGVIHKPFSEYTAWAMVDGGSNVKARSSYNEKTPRIVVSRSHSGMVKQVALQTFGNQTTIIPAGGAGYKVLALLDVPDKSQEKADLYIHVTYIKKWD.... Result: 1 (interaction).